Dataset: Reaction yield outcomes from USPTO patents with 853,638 reactions. Task: Predict the reaction yield, written as a fraction of the theoretical maximum amount of product (1.0 means a 100% yield; for example, 0.34 means a 34% yield). (1) The reactants are Cl[C:2]1[N:10]=[C:9]2[C:5]([N:6]=[CH:7][N:8]2[CH2:11][C:12]2[CH:17]=[CH:16][C:15]([CH2:18][OH:19])=[CH:14][CH:13]=2)=[C:4]([NH2:20])[N:3]=1.C(N(C(C)C)C(C)C)C.[N:30]1[CH:35]=[CH:34][C:33]([CH2:36][NH2:37])=[CH:32][CH:31]=1.O. The catalyst is CN1C(=O)CCC1.CC(C)=O.C(Cl)(Cl)Cl.CO.C(Cl)(Cl)Cl. The product is [N:30]1[CH:35]=[CH:34][C:33]([CH2:36][NH:37][C:2]2[N:10]=[C:9]3[C:5]([N:6]=[CH:7][N:8]3[CH2:11][C:12]3[CH:17]=[CH:16][C:15]([CH2:18][OH:19])=[CH:14][CH:13]=3)=[C:4]([NH2:20])[N:3]=2)=[CH:32][CH:31]=1. The yield is 0.250. (2) The reactants are [NH2:1][C:2]1[CH:3]=[C:4]([O:16][CH2:17][CH2:18][O:19][CH3:20])[CH:5]=[C:6]2[C:10]=1[NH:9][C:8]([C:11]([O:13][CH2:14][CH3:15])=[O:12])=[CH:7]2.N1C(C)=CC=CC=1C.[CH3:29][N:30]1[CH:34]=[CH:33][N:32]=[C:31]1[S:35](Cl)(=[O:37])=[O:36].Cl. The catalyst is O1CCCC1.CCCCCC.C(OCC)(=O)C. The product is [CH3:20][O:19][CH2:18][CH2:17][O:16][C:4]1[CH:5]=[C:6]2[C:10](=[C:2]([NH:1][S:35]([C:31]3[N:30]([CH3:29])[CH:34]=[CH:33][N:32]=3)(=[O:37])=[O:36])[CH:3]=1)[NH:9][C:8]([C:11]([O:13][CH2:14][CH3:15])=[O:12])=[CH:7]2. The yield is 0.510. (3) The reactants are [N:1]1([C:7]2[CH:19]=[CH:18][C:10]([C:11]([O:13][C:14]([CH3:17])([CH3:16])[CH3:15])=[O:12])=[C:9]([N+:20]([O-])=O)[CH:8]=2)[CH2:6][CH2:5][O:4][CH2:3][CH2:2]1.[H][H]. The catalyst is O1CCCC1.[Pd]. The product is [NH2:20][C:9]1[CH:8]=[C:7]([N:1]2[CH2:2][CH2:3][O:4][CH2:5][CH2:6]2)[CH:19]=[CH:18][C:10]=1[C:11]([O:13][C:14]([CH3:17])([CH3:16])[CH3:15])=[O:12]. The yield is 1.00.